From a dataset of NCI-60 drug combinations with 297,098 pairs across 59 cell lines. Regression. Given two drug SMILES strings and cell line genomic features, predict the synergy score measuring deviation from expected non-interaction effect. (1) Drug 1: CC1C(C(CC(O1)OC2CC(CC3=C2C(=C4C(=C3O)C(=O)C5=C(C4=O)C(=CC=C5)OC)O)(C(=O)C)O)N)O.Cl. Drug 2: CCCCC(=O)OCC(=O)C1(CC(C2=C(C1)C(=C3C(=C2O)C(=O)C4=C(C3=O)C=CC=C4OC)O)OC5CC(C(C(O5)C)O)NC(=O)C(F)(F)F)O. Cell line: PC-3. Synergy scores: CSS=19.0, Synergy_ZIP=-1.57, Synergy_Bliss=1.42, Synergy_Loewe=1.21, Synergy_HSA=2.43. (2) Drug 1: CC1=CC2C(CCC3(C2CCC3(C(=O)C)OC(=O)C)C)C4(C1=CC(=O)CC4)C. Drug 2: C1C(C(OC1N2C=NC(=NC2=O)N)CO)O. Cell line: HT29. Synergy scores: CSS=21.7, Synergy_ZIP=1.77, Synergy_Bliss=3.23, Synergy_Loewe=-7.28, Synergy_HSA=2.68. (3) Drug 1: CC1=C2C(C(=O)C3(C(CC4C(C3C(C(C2(C)C)(CC1OC(=O)C(C(C5=CC=CC=C5)NC(=O)OC(C)(C)C)O)O)OC(=O)C6=CC=CC=C6)(CO4)OC(=O)C)OC)C)OC. Drug 2: CCC1(CC2CC(C3=C(CCN(C2)C1)C4=CC=CC=C4N3)(C5=C(C=C6C(=C5)C78CCN9C7C(C=CC9)(C(C(C8N6C)(C(=O)OC)O)OC(=O)C)CC)OC)C(=O)OC)O.OS(=O)(=O)O. Cell line: MCF7. Synergy scores: CSS=48.7, Synergy_ZIP=-2.05, Synergy_Bliss=-0.915, Synergy_Loewe=2.42, Synergy_HSA=4.70. (4) Drug 1: CCC1(CC2CC(C3=C(CCN(C2)C1)C4=CC=CC=C4N3)(C5=C(C=C6C(=C5)C78CCN9C7C(C=CC9)(C(C(C8N6C=O)(C(=O)OC)O)OC(=O)C)CC)OC)C(=O)OC)O.OS(=O)(=O)O. Drug 2: C1C(C(OC1N2C=NC3=C2NC=NCC3O)CO)O. Cell line: NCI-H226. Synergy scores: CSS=-1.08, Synergy_ZIP=-0.549, Synergy_Bliss=-2.34, Synergy_Loewe=-3.06, Synergy_HSA=-3.11.